Dataset: Reaction yield outcomes from USPTO patents with 853,638 reactions. Task: Predict the reaction yield, written as a fraction of the theoretical maximum amount of product (1.0 means a 100% yield; for example, 0.34 means a 34% yield). The reactants are [F:1][C:2]([F:11])([F:10])[C:3]1[CH:4]=[C:5]([NH2:9])[CH:6]=[CH:7][CH:8]=1.C(N(CC)CC)C.C[CH:20]([C:24](Cl)=[O:25])[C:21](Cl)=[O:22].[Li+].[OH-:28]. The catalyst is ClCCl.O. The product is [O:25]=[C:24]([NH:9][C:5]1[CH:6]=[CH:7][CH:8]=[C:3]([C:2]([F:10])([F:11])[F:1])[CH:4]=1)[CH2:20][C:21]([OH:22])=[O:28]. The yield is 0.950.